This data is from Forward reaction prediction with 1.9M reactions from USPTO patents (1976-2016). The task is: Predict the product of the given reaction. (1) Given the reactants [NH2:1][C@H:2]1[C:11]2[C:6](=[CH:7][CH:8]=[C:9]([N:12]3[CH2:17][CH2:16][O:15][CH2:14][CH2:13]3)[CH:10]=2)[N:5]([C:18](=[O:20])[CH3:19])[C@@H:4]([CH:21]2[CH2:23][CH2:22]2)[C@@H:3]1[CH3:24].CN(C1C(C2C(P(C3CCCCC3)C3CCCCC3)=CC=CC=2)=CC=CC=1)C.Cl[C:54]1[CH:59]=[N:58][C:57]([CH3:60])=[CH:56][N:55]=1.CC(C)([O-])C.[Na+], predict the reaction product. The product is: [CH:21]1([C@H:4]2[C@H:3]([CH3:24])[C@@H:2]([NH:1][C:54]3[CH:59]=[N:58][C:57]([CH3:60])=[CH:56][N:55]=3)[C:11]3[C:6](=[CH:7][CH:8]=[C:9]([N:12]4[CH2:13][CH2:14][O:15][CH2:16][CH2:17]4)[CH:10]=3)[N:5]2[C:18](=[O:20])[CH3:19])[CH2:23][CH2:22]1. (2) Given the reactants [Cl:1][C:2]1[CH:16]=[CH:15][C:5]([C:6]([O:8]CC(N(C)C)=O)=[O:7])=[C:4]([O:17][CH2:18][C:19]([N:21]([CH3:23])[CH3:22])=[O:20])[CH:3]=1.CO.O[Li].O.Cl, predict the reaction product. The product is: [Cl:1][C:2]1[CH:16]=[CH:15][C:5]([C:6]([OH:8])=[O:7])=[C:4]([O:17][CH2:18][C:19]([N:21]([CH3:23])[CH3:22])=[O:20])[CH:3]=1. (3) Given the reactants C([C:5]1[N:6]=[C:7](NC(CC2C=CN3C(=O)C(/C=C/C4N=NN(CC5C=CC(OC)=CC=5)N=4)=C(N4CCC[C@H](O)C4)N=C3C=2)=O)SC=1)(C)(C)C.Cl[CH2:49][CH2:50][NH:51][C:52](=[O:99])[O:53][C@H:54]1[CH2:59][CH2:58][CH2:57][N:56]([C:60]2[N:61]=[C:62]3[CH:86]=[C:85]([C:87]([NH:89][C:90]4[S:91][CH:92]=[C:93]([C:95]([CH3:98])([CH3:97])[CH3:96])[N:94]=4)=[O:88])[CH:84]=[CH:83][N:63]3[C:64](=[O:82])[C:65]=2/[CH:66]=[CH:67]/[C:68]2[N:69]=[N:70][N:71]([CH2:73][C:74]3[CH:79]=[CH:78][C:77]([O:80][CH3:81])=[CH:76][CH:75]=3)[N:72]=2)[CH2:55]1, predict the reaction product. The product is: [CH3:5][N:6]([CH3:7])[CH2:49][CH2:50][NH:51][C:52](=[O:99])[O:53][C@H:54]1[CH2:59][CH2:58][CH2:57][N:56]([C:60]2[N:61]=[C:62]3[CH:86]=[C:85]([C:87]([NH:89][C:90]4[S:91][CH:92]=[C:93]([C:95]([CH3:98])([CH3:97])[CH3:96])[N:94]=4)=[O:88])[CH:84]=[CH:83][N:63]3[C:64](=[O:82])[C:65]=2/[CH:66]=[CH:67]/[C:68]2[N:69]=[N:70][N:71]([CH2:73][C:74]3[CH:79]=[CH:78][C:77]([O:80][CH3:81])=[CH:76][CH:75]=3)[N:72]=2)[CH2:55]1. (4) The product is: [O:19]=[S:11]1(=[O:20])[C:12]2[CH:18]=[CH:17][CH:16]=[CH:15][C:13]=2[NH:14][C:9]([C:6]2[C:7](=[O:8])[N:2]([N:1]=[CH:30][C:27]3[CH:28]=[CH:29][O:25][CH:26]=3)[C:3]3[CH:24]=[CH:23][S:22][C:4]=3[C:5]=2[OH:21])=[N:10]1. Given the reactants [NH2:1][N:2]1[C:7](=[O:8])[C:6]([C:9]2[NH:14][C:13]3[CH:15]=[CH:16][CH:17]=[CH:18][C:12]=3[S:11](=[O:20])(=[O:19])[N:10]=2)=[C:5]([OH:21])[C:4]2[S:22][CH:23]=[CH:24][C:3]1=2.[O:25]1[CH:29]=[CH:28][C:27]([CH:30]=O)=[CH:26]1, predict the reaction product.